Dataset: Catalyst prediction with 721,799 reactions and 888 catalyst types from USPTO. Task: Predict which catalyst facilitates the given reaction. Reactant: [CH3:1][C:2]1[O:6][C:5]([C:7]2[CH:12]=[CH:11][CH:10]=[CH:9][CH:8]=2)=[N:4][C:3]=1[CH2:13][O:14][C:15]1[CH:38]=[CH:37][C:18]([CH2:19][C:20]2[O:21][C:22]([C:31]3[CH:36]=[CH:35][CH:34]=[CH:33][CH:32]=3)=[C:23]([CH2:25][CH2:26][C:27]([O:29]C)=[O:28])[N:24]=2)=[CH:17][CH:16]=1.O.[OH-].[Li+].O1CCCC1.Cl. Product: [CH3:1][C:2]1[O:6][C:5]([C:7]2[CH:8]=[CH:9][CH:10]=[CH:11][CH:12]=2)=[N:4][C:3]=1[CH2:13][O:14][C:15]1[CH:38]=[CH:37][C:18]([CH2:19][C:20]2[O:21][C:22]([C:31]3[CH:32]=[CH:33][CH:34]=[CH:35][CH:36]=3)=[C:23]([CH2:25][CH2:26][C:27]([OH:29])=[O:28])[N:24]=2)=[CH:17][CH:16]=1. The catalyst class is: 24.